From a dataset of Catalyst prediction with 721,799 reactions and 888 catalyst types from USPTO. Predict which catalyst facilitates the given reaction. The catalyst class is: 4. Reactant: [N:1]1[C:10]2[C:5](=[CH:6][CH:7]=[CH:8][CH:9]=2)[N:4]=[CH:3][C:2]=1[O:11][CH:12]1[CH:17]2[CH2:18][CH2:19][N:14]([CH2:15][CH2:16]2)[CH2:13]1.C[I:21]. Product: [I-:21].[CH3+:2].[N:14]12[CH2:15][CH2:16][CH:17]([CH2:18][CH2:19]1)[CH:12]([O:11][C:2]1[CH:3]=[N:4][C:5]3[C:10](=[CH:9][CH:8]=[CH:7][CH:6]=3)[N:1]=1)[CH2:13]2.